Dataset: Forward reaction prediction with 1.9M reactions from USPTO patents (1976-2016). Task: Predict the product of the given reaction. (1) Given the reactants [F:1][C:2]1[CH:3]=[C:4]2[C:19](=[O:20])[NH:18][N:17]=[C:7]3[CH2:8][C:9]([CH3:16])([CH3:15])[CH2:10][C:11]4[NH:12][C:13]([CH:14]=1)=[C:5]2[C:6]=43.C(=O)([OH:23])N, predict the reaction product. The product is: [F:1][C:2]1[CH:3]=[C:4]2[C:19](=[O:20])[NH:18][N:17]=[C:7]3[CH2:8][C:9]([CH3:16])([CH3:15])[C:10](=[O:23])[C:11]4[NH:12][C:13]([CH:14]=1)=[C:5]2[C:6]=43. (2) Given the reactants [CH3:1][C:2]1[C:3]([NH:17][CH2:18][CH2:19][O:20][CH2:21][CH2:22][CH2:23][C:24]2[S:25][CH:26]=[CH:27][N:28]=2)=[C:4]([NH2:16])[C:5]([O:9][C:10]2[CH:15]=[CH:14][CH:13]=[CH:12][CH:11]=2)=[N:6][C:7]=1[CH3:8].[CH2:29]([O:31][CH2:32][C:33](Cl)=O)[CH3:30], predict the reaction product. The product is: [CH2:29]([O:31][CH2:32][C:33]1[N:17]([CH2:18][CH2:19][O:20][CH2:21][CH2:22][CH2:23][C:24]2[S:25][CH:26]=[CH:27][N:28]=2)[C:3]2[C:2]([CH3:1])=[C:7]([CH3:8])[N:6]=[C:5]([O:9][C:10]3[CH:11]=[CH:12][CH:13]=[CH:14][CH:15]=3)[C:4]=2[N:16]=1)[CH3:30]. (3) Given the reactants [F:1][C:2]([F:41])([F:40])[C:3]([C:12]1[CH:13]=[C:14]([CH:24]=[CH:25][C:26]=1[Sn:27]([CH2:36][CH2:37][CH2:38][CH3:39])([CH2:32][CH2:33][CH2:34][CH3:35])[CH2:28][CH2:29][CH2:30][CH3:31])[CH2:15][NH:16][C:17](=[O:23])[CH2:18][CH2:19][C:20]([OH:22])=[O:21])([O:8][CH2:9][O:10][CH3:11])[C:4]([F:7])([F:6])[F:5].O[N:43]1[C:47](=[O:48])[CH2:46][CH2:45][C:44]1=[O:49].CCN=C=NCCCN(C)C, predict the reaction product. The product is: [F:41][C:2]([F:1])([F:40])[C:3]([C:12]1[CH:13]=[C:14]([CH:24]=[CH:25][C:26]=1[Sn:27]([CH2:36][CH2:37][CH2:38][CH3:39])([CH2:28][CH2:29][CH2:30][CH3:31])[CH2:32][CH2:33][CH2:34][CH3:35])[CH2:15][NH:16][C:17](=[O:23])[CH2:18][CH2:19][C:20]([O:22][N:43]1[C:47](=[O:48])[CH2:46][CH2:45][C:44]1=[O:49])=[O:21])([O:8][CH2:9][O:10][CH3:11])[C:4]([F:7])([F:6])[F:5]. (4) The product is: [C:31]([NH:34][NH:35][C:25](=[O:27])[C:24]1[CH:28]=[C:20]([CH2:19][O:18][Si:1]([C:14]([CH3:17])([CH3:15])[CH3:16])([C:8]2[CH:13]=[CH:12][CH:11]=[CH:10][CH:9]=2)[C:2]2[CH:3]=[CH:4][CH:5]=[CH:6][CH:7]=2)[C:21]([F:30])=[N:22][C:23]=1[F:29])(=[O:33])[CH3:32]. Given the reactants [Si:1]([O:18][CH2:19][C:20]1[C:21]([F:30])=[N:22][C:23]([F:29])=[C:24]([CH:28]=1)[C:25]([OH:27])=O)([C:14]([CH3:17])([CH3:16])[CH3:15])([C:8]1[CH:13]=[CH:12][CH:11]=[CH:10][CH:9]=1)[C:2]1[CH:7]=[CH:6][CH:5]=[CH:4][CH:3]=1.[C:31]([NH:34][NH2:35])(=[O:33])[CH3:32].CCN(C(C)C)C(C)C, predict the reaction product. (5) The product is: [S:6]1[CH:10]=[CH:9][CH:8]=[C:7]1[CH2:11][O:12][S:2]([CH3:1])(=[O:4])=[O:3]. Given the reactants [CH3:1][S:2](Cl)(=[O:4])=[O:3].[S:6]1[CH:10]=[CH:9][CH:8]=[C:7]1[CH2:11][OH:12].C(N(CC)CC)C.O, predict the reaction product. (6) Given the reactants [C:1]([O:5][C:6]([N:8]([C@H:10]([CH2:14][C:15]1[CH:24]=[CH:23][C:22]2[C:17](=[CH:18][CH:19]=[CH:20][CH:21]=2)[CH:16]=1)[C:11](O)=[O:12])[CH3:9])=[O:7])([CH3:4])([CH3:3])[CH3:2].OC1C2N=NNC=2N=CC=1.Cl.CN(C)CCCN=C=NCC.[CH3:47][NH:48][C@H:49]([CH2:56][C:57]1[CH:62]=[CH:61][CH:60]=[CH:59][CH:58]=1)[CH2:50][NH:51][S:52]([CH3:55])(=[O:54])=[O:53].C(N(C(C)C)C(C)C)C, predict the reaction product. The product is: [C:1]([O:5][C:6](=[O:7])[N:8]([C@@H:10]([C:11](=[O:12])[N:48]([C@H:49]([CH2:56][C:57]1[CH:62]=[CH:61][CH:60]=[CH:59][CH:58]=1)[CH2:50][NH:51][S:52]([CH3:55])(=[O:54])=[O:53])[CH3:47])[CH2:14][C:15]1[CH:24]=[CH:23][C:22]2[C:17](=[CH:18][CH:19]=[CH:20][CH:21]=2)[CH:16]=1)[CH3:9])([CH3:2])([CH3:4])[CH3:3]. (7) Given the reactants Br[C:2]1[CH:3]=[C:4]([C:8]2[C:13]3[S:14][C:15]4[C:20]([C:21]5[CH:26]=[CH:25][CH:24]=[CH:23][CH:22]=5)=[CH:19][CH:18]=[CH:17][C:16]=4[C:12]=3[CH:11]=[CH:10][CH:9]=2)[CH:5]=[CH:6][CH:7]=1.C([Li])CCC.[B:32](OC)([O:35]C)[O:33]C.Cl, predict the reaction product. The product is: [C:21]1([C:20]2[C:15]3[S:14][C:13]4[C:8]([C:4]5[CH:3]=[C:2]([B:32]([OH:35])[OH:33])[CH:7]=[CH:6][CH:5]=5)=[CH:9][CH:10]=[CH:11][C:12]=4[C:16]=3[CH:17]=[CH:18][CH:19]=2)[CH:22]=[CH:23][CH:24]=[CH:25][CH:26]=1. (8) The product is: [I:21][C:22]1[CH:23]=[C:24]([CH:28]=[CH:29][CH:30]=1)[C:25]([N:3]([CH3:4])[CH3:2])=[O:26]. Given the reactants C[CH2:2][N:3]=[C:4]=NCCCN(C)C.Cl.CNC.C1COCC1.[I:21][C:22]1[CH:23]=[C:24]([CH:28]=[CH:29][CH:30]=1)[C:25](O)=[O:26], predict the reaction product.